From a dataset of TCR-epitope binding with 47,182 pairs between 192 epitopes and 23,139 TCRs. Binary Classification. Given a T-cell receptor sequence (or CDR3 region) and an epitope sequence, predict whether binding occurs between them. (1) The epitope is LPRRSGAAGA. Result: 0 (the TCR does not bind to the epitope). The TCR CDR3 sequence is CASSQVLAPIQYF. (2) The epitope is VSFIEFVGW. The TCR CDR3 sequence is CASSQDPGEFPYEQYF. Result: 0 (the TCR does not bind to the epitope). (3) The epitope is FLKEKGGL. The TCR CDR3 sequence is CASSWGIGSQQETQYF. Result: 1 (the TCR binds to the epitope).